The task is: Predict the product of the given reaction.. This data is from Forward reaction prediction with 1.9M reactions from USPTO patents (1976-2016). Given the reactants [C:1]([O:5][C:6]([N:8]1[CH2:11][CH:10]([C:12](SC)(OC(O)=S)[C:13]2[CH:18]=[CH:17][CH:16]=[CH:15][N:14]=2)[CH2:9]1)=[O:7])([CH3:4])([CH3:3])[CH3:2].[SnH](CCCC)(CCCC)CCCC, predict the reaction product. The product is: [C:1]([O:5][C:6]([N:8]1[CH2:9][CH:10]([CH2:12][C:13]2[CH:18]=[CH:17][CH:16]=[CH:15][N:14]=2)[CH2:11]1)=[O:7])([CH3:4])([CH3:2])[CH3:3].